From a dataset of Forward reaction prediction with 1.9M reactions from USPTO patents (1976-2016). Predict the product of the given reaction. (1) Given the reactants [CH3:1][C:2]1[CH:3]=[C:4]([NH:16][C:17]2[C:27]3[CH:26]=[C:25]([C:28]([OH:30])=O)[CH2:24][CH2:23][NH:22][C:21]=3[N:20]=[CH:19][N:18]=2)[CH:5]=[CH:6][C:7]=1[O:8][C:9]1[CH:10]=[N:11][C:12]([CH3:15])=[CH:13][CH:14]=1.Cl.[CH3:32][C:33]([CH3:41])([CH2:36][S:37]([CH3:40])(=[O:39])=[O:38])[CH2:34][NH2:35].Cl.C(N=C=NCCCN(C)C)C.O.ON1C2C=CC=CC=2N=N1, predict the reaction product. The product is: [CH3:32][C:33]([CH3:41])([CH2:36][S:37]([CH3:40])(=[O:39])=[O:38])[CH2:34][NH:35][C:28]([C:25]1[CH2:24][CH2:23][NH:22][C:21]2[N:20]=[CH:19][N:18]=[C:17]([NH:16][C:4]3[CH:5]=[CH:6][C:7]([O:8][C:9]4[CH:10]=[N:11][C:12]([CH3:15])=[CH:13][CH:14]=4)=[C:2]([CH3:1])[CH:3]=3)[C:27]=2[CH:26]=1)=[O:30]. (2) Given the reactants [CH3:1][O:2][C:3]1[CH:4]=[C:5]([C:11](=O)[CH2:12][C:13]#[N:14])[CH:6]=[C:7]([O:9][CH3:10])[CH:8]=1.[CH3:16][NH:17][NH2:18], predict the reaction product. The product is: [CH3:1][O:2][C:3]1[CH:4]=[C:5]([C:11]2[CH:12]=[C:13]([NH2:14])[N:17]([CH3:16])[N:18]=2)[CH:6]=[C:7]([O:9][CH3:10])[CH:8]=1. (3) Given the reactants C1(C(C2C=CC=CC=2)([C@@H]2CCCN2)O)C=CC=CC=1.B(OC)(OC)OC.B.CSC.[C:31]([C:34]1[CH:35]=[N:36][CH:37]=[C:38]([Br:40])[CH:39]=1)(=[O:33])[CH3:32].Cl, predict the reaction product. The product is: [Br:40][C:38]1[CH:39]=[C:34]([C@H:31]([OH:33])[CH3:32])[CH:35]=[N:36][CH:37]=1. (4) Given the reactants [CH2:1]([O:8][C:9]1[CH:10]=[C:11]([C:17]2[O:18][CH:19]=[C:20]([CH2:22][CH:23](C(OC)=O)[C:24]([O:26][CH3:27])=[O:25])[N:21]=2)[CH:12]=[CH:13][C:14]=1[O:15][CH3:16])[C:2]1[CH:7]=[CH:6][CH:5]=[CH:4][CH:3]=1.[Cl-].[Li+].O, predict the reaction product. The product is: [CH2:1]([O:8][C:9]1[CH:10]=[C:11]([C:17]2[O:18][CH:19]=[C:20]([CH2:22][CH2:23][C:24]([O:26][CH3:27])=[O:25])[N:21]=2)[CH:12]=[CH:13][C:14]=1[O:15][CH3:16])[C:2]1[CH:7]=[CH:6][CH:5]=[CH:4][CH:3]=1. (5) Given the reactants Br[C:2]1[CH:3]=[C:4]2[C:10]([C:11]3[CH:15]=[CH:14][N:13]([CH2:16][C:17]4[CH:22]=[C:21]([F:23])[CH:20]=[C:19]([F:24])[CH:18]=4)[N:12]=3)=[CH:9][N:8]([S:25]([C:28]3[CH:34]=[CH:33][C:31]([CH3:32])=[CH:30][CH:29]=3)(=[O:27])=[O:26])[C:5]2=[N:6][CH:7]=1.[CH3:35][S:36]([NH:39][C:40]1[CH:45]=[C:44](B2OC(C)(C)C(C)(C)O2)[CH:43]=[CH:42][C:41]=1[N:55]1[CH2:60][CH2:59][N:58]([C:61]([O:63][C:64]([CH3:67])([CH3:66])[CH3:65])=[O:62])[CH2:57][CH2:56]1)(=[O:38])=[O:37].C(=O)([O-])[O-].[Na+].[Na+], predict the reaction product. The product is: [F:23][C:21]1[CH:22]=[C:17]([CH:18]=[C:19]([F:24])[CH:20]=1)[CH2:16][N:13]1[CH:14]=[CH:15][C:11]([C:10]2[C:4]3[C:5](=[N:6][CH:7]=[C:2]([C:44]4[CH:43]=[CH:42][C:41]([N:55]5[CH2:56][CH2:57][N:58]([C:61]([O:63][C:64]([CH3:65])([CH3:66])[CH3:67])=[O:62])[CH2:59][CH2:60]5)=[C:40]([NH:39][S:36]([CH3:35])(=[O:37])=[O:38])[CH:45]=4)[CH:3]=3)[N:8]([S:25]([C:28]3[CH:29]=[CH:30][C:31]([CH3:32])=[CH:33][CH:34]=3)(=[O:26])=[O:27])[CH:9]=2)=[N:12]1. (6) Given the reactants [F:1][C:2]1[CH:3]=[C:4]([OH:13])[CH:5]=[C:6]2[C:11]=1[NH:10][C:9](=[O:12])[CH2:8][CH2:7]2.[C:14](Cl)(=[O:16])[CH3:15], predict the reaction product. The product is: [C:14]([O:13][C:4]1[CH:5]=[C:6]2[C:11](=[C:2]([F:1])[CH:3]=1)[NH:10][C:9](=[O:12])[CH2:8][CH2:7]2)(=[O:16])[CH3:15].